Dataset: Forward reaction prediction with 1.9M reactions from USPTO patents (1976-2016). Task: Predict the product of the given reaction. (1) Given the reactants [Br:1][C:2]1[C:3]([NH:9][C:10]2[CH:15]=[CH:14][CH:13]=[CH:12][C:11]=2[NH:16][S:17]([CH3:20])(=[O:19])=[O:18])=[N:4][C:5](Cl)=[N:6][CH:7]=1.[CH3:21][O:22][C:23]1[CH:29]=[C:28]([O:30][CH2:31][CH2:32][CH2:33][N:34]2[CH2:39][CH2:38][CH2:37][CH2:36][CH2:35]2)[CH:27]=[CH:26][C:24]=1[NH2:25], predict the reaction product. The product is: [Br:1][C:2]1[C:3]([NH:9][C:10]2[CH:15]=[CH:14][CH:13]=[CH:12][C:11]=2[NH:16][S:17]([CH3:20])(=[O:19])=[O:18])=[N:4][C:5]([NH:25][C:24]2[CH:26]=[CH:27][C:28]([O:30][CH2:31][CH2:32][CH2:33][N:34]3[CH2:39][CH2:38][CH2:37][CH2:36][CH2:35]3)=[CH:29][C:23]=2[O:22][CH3:21])=[N:6][CH:7]=1. (2) Given the reactants [CH2:1]([S:3][C:4]1[CH:5]=[C:6]([CH:18]=[CH:19][CH:20]=1)[O:7][C:8]1[N:16]=[CH:15][C:14]([F:17])=[CH:13][C:9]=1[C:10]([OH:12])=O)[CH3:2].C(N(CC)CC)C.[NH2:28][C@H:29]1[CH2:34][CH2:33][CH2:32][CH2:31][C@H:30]1[OH:35].Cl.CN(C)CCCN=C=NCC.ON1C2C=CC=CC=2N=N1, predict the reaction product. The product is: [NH3:16].[CH2:1]([S:3][C:4]1[CH:5]=[C:6]([CH:18]=[CH:19][CH:20]=1)[O:7][C:8]1[N:16]=[CH:15][C:14]([F:17])=[CH:13][C:9]=1[C:10]([NH:28][C@H:29]1[CH2:34][CH2:33][CH2:32][CH2:31][C@H:30]1[OH:35])=[O:12])[CH3:2]. (3) Given the reactants [Br:1][C:2]1[CH:9]=[CH:8][C:5]([C:6]#[N:7])=[CH:4][C:3]=1[CH:10]=O.[CH2:12]([NH2:19])[C:13]1[CH:18]=[CH:17][CH:16]=[CH:15][CH:14]=1.C([BH3-])#N.[Na+].C(O)(=O)C, predict the reaction product. The product is: [CH2:12]([NH:19][CH2:10][C:3]1[CH:4]=[C:5]([CH:8]=[CH:9][C:2]=1[Br:1])[C:6]#[N:7])[C:13]1[CH:18]=[CH:17][CH:16]=[CH:15][CH:14]=1. (4) Given the reactants [Br:1][C:2]1[CH:7]=[CH:6][C:5]([C:8]2O[C:12](=O)[C:11]([C:15]#[N:16])=[C:10]([N:17]3[CH2:22][CH2:21][CH2:20][CH2:19][CH2:18]3)[CH:9]=2)=[CH:4][CH:3]=1.[H-].[Na+].[CH2:25]1[CH2:29]O[CH2:27][CH2:26]1, predict the reaction product. The product is: [Br:1][C:2]1[CH:7]=[CH:6][C:5]([C:8]2[C:4]3[C:3]4[C:26](=[CH:25][CH:29]=[CH:7][CH:2]=4)[CH2:27][C:12]=3[C:11]([C:15]#[N:16])=[C:10]([N:17]3[CH2:22][CH2:21][CH2:20][CH2:19][CH2:18]3)[CH:9]=2)=[CH:4][CH:3]=1. (5) Given the reactants [CH3:1][O:2][C:3]1[CH:4]=[C:5]([C:15]([CH3:20])([CH3:19])[C:16]([OH:18])=O)[CH:6]=[CH:7][C:8]=1[C:9]1[C:13]([CH3:14])=[CH:12][S:11][CH:10]=1.C1C=CC2N(O)N=NC=2C=1.C(Cl)CCl.[CH2:35]([NH2:39])[CH:36]([CH3:38])[CH3:37], predict the reaction product. The product is: [CH2:35]([NH:39][C:16](=[O:18])[C:15]([C:5]1[CH:6]=[CH:7][C:8]([C:9]2[C:13]([CH3:14])=[CH:12][S:11][CH:10]=2)=[C:3]([O:2][CH3:1])[CH:4]=1)([CH3:20])[CH3:19])[CH:36]([CH3:38])[CH3:37].